From a dataset of Full USPTO retrosynthesis dataset with 1.9M reactions from patents (1976-2016). Predict the reactants needed to synthesize the given product. Given the product [O:1]=[C:2]1[NH:6][C:5](=[O:7])[CH:4]([CH2:8][C:9]2[CH:10]=[CH:11][C:12]([C:15]3[CH:20]=[CH:19][CH:18]=[C:17]([CH2:21][N:22]([CH3:31])[C:23](=[O:30])[C:24]4[CH:25]=[CH:26][CH:27]=[CH:28][CH:29]=4)[CH:16]=3)=[CH:13][CH:14]=2)[S:3]1, predict the reactants needed to synthesize it. The reactants are: [O:1]=[C:2]1[NH:6][C:5](=[O:7])[C:4](=[CH:8][C:9]2[CH:14]=[CH:13][C:12]([C:15]3[CH:20]=[CH:19][CH:18]=[C:17]([CH2:21][N:22]([CH3:31])[C:23](=[O:30])[C:24]4[CH:29]=[CH:28][CH:27]=[CH:26][CH:25]=4)[CH:16]=3)=[CH:11][CH:10]=2)[S:3]1.CN(C=O)C.